Dataset: Forward reaction prediction with 1.9M reactions from USPTO patents (1976-2016). Task: Predict the product of the given reaction. (1) Given the reactants [F:1][C:2]1[CH:7]=[CH:6][C:5]([C:8]2[CH:13]=[CH:12][N+:11]([O-])=[CH:10][CH:9]=2)=[CH:4][CH:3]=1.P(Cl)(Cl)([Cl:17])=O, predict the reaction product. The product is: [F:1][C:2]1[CH:7]=[CH:6][C:5]([C:8]2[CH:13]=[CH:12][N:11]=[C:10]([Cl:17])[CH:9]=2)=[CH:4][CH:3]=1. (2) Given the reactants [OH-:1].[Na+].[Cl:3][C:4]1[CH:11]=[C:10]([O:12][CH3:13])[C:9]([O:14][CH2:15][CH3:16])=[CH:8][C:5]=1[CH:6]=[O:7], predict the reaction product. The product is: [Cl:3][C:4]1[CH:11]=[C:10]([O:12][CH3:13])[C:9]([O:14][CH2:15][CH3:16])=[CH:8][C:5]=1[C:6]([OH:1])=[O:7]. (3) The product is: [CH2:17]([O:10][C:9]1[C:2]([Br:1])=[C:3]([CH:6]=[CH:7][CH:8]=1)[CH:4]=[O:5])[C:18]1[CH:23]=[CH:22][CH:21]=[CH:20][CH:19]=1. Given the reactants [Br:1][C:2]1[C:9]([OH:10])=[CH:8][CH:7]=[CH:6][C:3]=1[CH:4]=[O:5].C(=O)([O-])[O-].[K+].[K+].[CH2:17](Br)[C:18]1[CH:23]=[CH:22][CH:21]=[CH:20][CH:19]=1, predict the reaction product. (4) Given the reactants [NH2:1][C:2]1[CH:3]=[C:4]2[C:8](=[CH:9][C:10]=1[NH2:11])[N:7]([CH2:12][CH3:13])[C:6](=[O:14])[C:5]2([CH3:16])[CH3:15].[N+:17]([C:20]1[C:21]([C:25](O)=O)=[N:22][NH:23][CH:24]=1)([O-:19])=[O:18].O=P12OP3(OP(OP(O3)(O1)=O)(=O)O2)=O, predict the reaction product. The product is: [CH2:12]([N:7]1[C:8]2[CH:9]=[C:10]3[N:11]=[C:25]([C:21]4[C:20]([N+:17]([O-:19])=[O:18])=[CH:24][NH:23][N:22]=4)[NH:1][C:2]3=[CH:3][C:4]=2[C:5]([CH3:15])([CH3:16])[C:6]1=[O:14])[CH3:13]. (5) Given the reactants [Cl:1][C:2]1[CH:3]=[C:4]([C@@H:8]([OH:39])[CH2:9][N:10]([CH2:18][CH2:19][C:20]2[CH:25]=[CH:24][C:23]([S:26]([C:29]3[CH:34]=[CH:33][C:32]([O:35][CH2:36][CH2:37][OH:38])=[CH:31][CH:30]=3)(=[O:28])=[O:27])=[CH:22][CH:21]=2)C(=O)OC(C)(C)C)[CH:5]=[CH:6][CH:7]=1.Cl.C(=O)([O-])O.[Na+], predict the reaction product. The product is: [ClH:1].[Cl:1][C:2]1[CH:3]=[C:4]([C@@H:8]([OH:39])[CH2:9][NH:10][CH2:18][CH2:19][C:20]2[CH:21]=[CH:22][C:23]([S:26]([C:29]3[CH:30]=[CH:31][C:32]([O:35][CH2:36][CH2:37][OH:38])=[CH:33][CH:34]=3)(=[O:27])=[O:28])=[CH:24][CH:25]=2)[CH:5]=[CH:6][CH:7]=1. (6) Given the reactants C(N(CC)CC)C.[F:8][C:9]1[C:14]([F:15])=[CH:13][CH:12]=[CH:11][C:10]=1[C@H:16]1[CH2:22][NH:21][C:20](=[N:23][NH2:24])[C@H:19]([NH:25][C:26]([N:28]2[CH2:33][CH2:32][CH:31]([N:34]3[C:42]4[C:37](=[N:38][CH:39]=[CH:40][CH:41]=4)[NH:36][C:35]3=[O:43])[CH2:30][CH2:29]2)=[O:27])[CH2:18][CH2:17]1.[CH:44]1([C:47](Cl)=O)[CH2:46][CH2:45]1, predict the reaction product. The product is: [CH:44]1([C:47]2[N:21]3[CH2:22][C@H:16]([C:10]4[CH:11]=[CH:12][CH:13]=[C:14]([F:15])[C:9]=4[F:8])[CH2:17][CH2:18][C@@H:19]([NH:25][C:26]([N:28]4[CH2:29][CH2:30][CH:31]([N:34]5[C:42]6[C:37](=[N:38][CH:39]=[CH:40][CH:41]=6)[NH:36][C:35]5=[O:43])[CH2:32][CH2:33]4)=[O:27])[C:20]3=[N:23][N:24]=2)[CH2:46][CH2:45]1. (7) Given the reactants [NH2:1][C:2]1[CH:7]=[CH:6][C:5](B(O)O)=[CH:4][CH:3]=1.[C:11]([O:15][C:16]([N:18]1[C@@H:23]([CH3:24])[CH:22]=[C:21](OS(C(F)(F)F)(=O)=O)[CH2:20][C@@H:19]1[CH3:33])=[O:17])([CH3:14])([CH3:13])[CH3:12], predict the reaction product. The product is: [C:11]([O:15][C:16]([N:18]1[CH:19]([CH3:33])[CH:20]=[C:21]([C:5]2[CH:6]=[CH:7][C:2]([NH2:1])=[CH:3][CH:4]=2)[CH2:22][CH:23]1[CH3:24])=[O:17])([CH3:14])([CH3:12])[CH3:13].